From a dataset of Peptide-MHC class II binding affinity with 134,281 pairs from IEDB. Regression. Given a peptide amino acid sequence and an MHC pseudo amino acid sequence, predict their binding affinity value. This is MHC class II binding data. (1) The peptide sequence is ISEAGQAMASTEGNV. The MHC is DRB3_0101 with pseudo-sequence DRB3_0101. The binding affinity (normalized) is 0.0191. (2) The peptide sequence is FTVVAAKPGFNNHEENGQSA. The MHC is DRB1_1101 with pseudo-sequence DRB1_1101. The binding affinity (normalized) is 0.108.